This data is from Forward reaction prediction with 1.9M reactions from USPTO patents (1976-2016). The task is: Predict the product of the given reaction. (1) Given the reactants [Br:1][C:2]1[N:3]=[C:4]2[C:11]([CH2:12][OH:13])=[CH:10][N:9](CO)[C:5]2=[N:6][C:7]=1[Cl:8], predict the reaction product. The product is: [Br:1][C:2]1[N:3]=[C:4]2[C:11]([CH:12]=[O:13])=[CH:10][NH:9][C:5]2=[N:6][C:7]=1[Cl:8]. (2) Given the reactants Cl[C:2]1[N:10]=[C:9]2[C:5]([N:6]=[C:7]([CH2:12][N:13]3[CH2:18][CH2:17][CH:16]([C:19]([O:22][CH3:23])([CH3:21])[CH3:20])[CH2:15][CH2:14]3)[N:8]2[CH3:11])=[C:4]([N:24]2[CH2:29][CH2:28][O:27][CH2:26][CH2:25]2)[N:3]=1.[C:30]1([NH2:37])[C:31]([NH2:36])=[CH:32][CH:33]=[CH:34][CH:35]=1.CC(C)([O-])C.[Na+], predict the reaction product. The product is: [CH3:23][O:22][C:19]([CH:16]1[CH2:17][CH2:18][N:13]([CH2:12][C:7]2[N:8]([CH3:11])[C:9]3[C:5]([N:6]=2)=[C:4]([N:24]2[CH2:25][CH2:26][O:27][CH2:28][CH2:29]2)[N:3]=[C:2]([NH:36][C:31]2[C:30]([NH2:37])=[CH:35][CH:34]=[CH:33][CH:32]=2)[N:10]=3)[CH2:14][CH2:15]1)([CH3:21])[CH3:20]. (3) Given the reactants Br[C:2](=[CH2:14])[CH2:3][CH2:4][CH2:5][O:6][Si:7]([C:10]([CH3:13])([CH3:12])[CH3:11])([CH3:9])[CH3:8].[Mg].II.[F:18][C:19]1[CH:26]=[C:25]([F:27])[C:24]([C:28]2[CH:29]=[N:30][CH:31]=[N:32][CH:33]=2)=[CH:23][C:20]=1[CH:21]=[O:22], predict the reaction product. The product is: [Si:7]([O:6][CH2:5][CH2:4][CH2:3][C:2](=[CH2:14])[C:21]([C:20]1[CH:23]=[C:24]([C:28]2[CH:33]=[N:32][CH:31]=[N:30][CH:29]=2)[C:25]([F:27])=[CH:26][C:19]=1[F:18])=[O:22])([C:10]([CH3:13])([CH3:12])[CH3:11])([CH3:9])[CH3:8]. (4) The product is: [Cl:1][C:2]1[CH:3]=[CH:4][C:5]([C:8]2[C:9]([C:18]3[CH:23]=[CH:22][CH:21]=[CH:20][C:19]=3[Cl:24])=[N:10][N:11]3[C:16]([O:17][CH2:33][C:32]([F:43])([F:42])[F:31])=[CH:15][CH:14]=[N:13][C:12]=23)=[CH:6][CH:7]=1. Given the reactants [Cl:1][C:2]1[CH:7]=[CH:6][C:5]([C:8]2[C:9]([C:18]3[CH:23]=[CH:22][CH:21]=[CH:20][C:19]=3[Cl:24])=[N:10][N:11]3[C:16]([OH:17])=[CH:15][CH:14]=[N:13][C:12]=23)=[CH:4][CH:3]=1.C([O-])([O-])=O.[Cs+].[Cs+].[F:31][C:32]([F:43])([F:42])[CH2:33]OS(C(F)(F)F)(=O)=O, predict the reaction product. (5) The product is: [O:9]1[C:18]2[C:13](=[CH:14][C:15]([C:1](=[O:3])[CH3:2])=[CH:16][CH:17]=2)[CH2:12][CH2:11][CH2:10]1. Given the reactants [C:1](Cl)(=[O:3])[CH3:2].[Cl-].[Cl-].[Cl-].[Al+3].[O:9]1[C:18]2[C:13](=[CH:14][CH:15]=[CH:16][CH:17]=2)[CH2:12][CH2:11][CH2:10]1.Cl, predict the reaction product. (6) Given the reactants Br[C:2]1[N:6]2[C:7]3[C:12]([CH2:13][CH2:14][C:5]2=[C:4]([C:21]([N:23]2[CH2:28][CH2:27][O:26][CH2:25][C:24]2([CH3:30])[CH3:29])=[O:22])[N:3]=1)=[CH:11][C:10]([O:15][CH3:16])=[C:9]([CH2:17][CH:18]([CH3:20])[CH3:19])[CH:8]=3.ClCCl.[F:34][C:35]1[S:39][C:38](B2OC(C)(C)C(C)(C)O2)=[CH:37][CH:36]=1.C(=O)([O-])[O-].[Cs+].[Cs+].O1CCOCC1, predict the reaction product. The product is: [CH3:29][C:24]1([CH3:30])[CH2:25][O:26][CH2:27][CH2:28][N:23]1[C:21]([C:4]1[N:3]=[C:2]([C:38]2[S:39][C:35]([F:34])=[CH:36][CH:37]=2)[N:6]2[C:7]3[C:12](=[CH:11][C:10]([O:15][CH3:16])=[C:9]([CH2:17][CH:18]([CH3:20])[CH3:19])[CH:8]=3)[CH2:13][CH2:14][C:5]=12)=[O:22]. (7) The product is: [Cl:1][C:2]1[N:3]([CH2:13][C@:11]([OH:12])([CH3:10])[CH2:14][N:15]2[CH2:20][CH2:19][N:18]([C:21]([O:23][C:24]([CH3:27])([CH3:26])[CH3:25])=[O:22])[CH2:17][CH2:16]2)[CH:4]=[C:5]([N+:7]([O-:9])=[O:8])[N:6]=1. Given the reactants [Cl:1][C:2]1[NH:3][CH:4]=[C:5]([N+:7]([O-:9])=[O:8])[N:6]=1.[CH3:10][C@:11]1([CH2:14][N:15]2[CH2:20][CH2:19][N:18]([C:21]([O:23][C:24]([CH3:27])([CH3:26])[CH3:25])=[O:22])[CH2:17][CH2:16]2)[CH2:13][O:12]1.C(=O)([O-])O.[Na+], predict the reaction product.